From a dataset of Aqueous solubility values for 9,982 compounds from the AqSolDB database. Regression/Classification. Given a drug SMILES string, predict its absorption, distribution, metabolism, or excretion properties. Task type varies by dataset: regression for continuous measurements (e.g., permeability, clearance, half-life) or binary classification for categorical outcomes (e.g., BBB penetration, CYP inhibition). For this dataset (solubility_aqsoldb), we predict Y. (1) The drug is CC(=O)OC(C)C1CCCCC1. The Y is -3.60 log mol/L. (2) The drug is NC(N)=O.O=P(O)(O)O. The Y is 0.538 log mol/L. (3) The Y is -6.68 log mol/L. The compound is CCOc1cc(C(C)(C)C)ccc1C1COC(c2c(F)cccc2F)=N1. (4) The compound is N#Cc1ccccc1. The Y is -1.71 log mol/L. (5) The drug is c1ccc2c(c1)CCc1ccccc1-2. The Y is -4.63 log mol/L. (6) The compound is c1ccc2c(c1)cnc1ccccc12. The Y is -2.78 log mol/L. (7) The compound is CN(C)c1ncnc2nccnc12. The Y is -1.02 log mol/L. (8) The molecule is CCCCCCCCCCCCCCCCCC(=O)OC(CCCCCC)CCCCCCCCCCC(=O)OCCCCCCCCCCCCCC(C)C. The Y is -8.76 log mol/L. (9) The molecule is O=C1NC(=O)C(=c2[nH]c(=C3C(=O)NC(=O)NC3=O)c3ccccc23)C(=O)N1. The Y is -7.56 log mol/L.